From a dataset of Full USPTO retrosynthesis dataset with 1.9M reactions from patents (1976-2016). Predict the reactants needed to synthesize the given product. Given the product [OH:1][C:2]1[CH:3]=[C:4]([CH:8]=[C:9]([OH:11])[CH:10]=1)[C:5]([O:7][C:15]1[C:16]2[C:21](=[CH:20][CH:19]=[CH:18][CH:17]=2)[C:12]([O:23][C:5](=[O:6])[C:4]2[CH:3]=[C:2]([OH:1])[CH:10]=[C:9]([OH:11])[CH:8]=2)=[CH:13][CH:14]=1)=[O:6], predict the reactants needed to synthesize it. The reactants are: [OH:1][C:2]1[CH:3]=[C:4]([CH:8]=[C:9]([OH:11])[CH:10]=1)[C:5]([OH:7])=[O:6].[C:12]1([OH:23])[C:21]2[C:16](=[CH:17][CH:18]=[CH:19][CH:20]=2)[C:15](O)=[CH:14][CH:13]=1.